This data is from Full USPTO retrosynthesis dataset with 1.9M reactions from patents (1976-2016). The task is: Predict the reactants needed to synthesize the given product. (1) Given the product [OH:1][C:2]1[CH:7]=[CH:6][C:5]([C@H:8]2[CH2:9][CH2:10][C@H:11]([C:14]3[CH:19]=[CH:18][C:17]([OH:20])=[C:16]([CH3:21])[CH:15]=3)[CH2:12][CH2:13]2)=[CH:4][CH:3]=1, predict the reactants needed to synthesize it. The reactants are: [OH:1][C:2]1[CH:7]=[CH:6][C:5]([CH:8]2[CH2:13][CH2:12][CH:11]([C:14]3[CH:19]=[CH:18][C:17]([OH:20])=[C:16]([CH3:21])[CH:15]=3)[CH2:10][CH2:9]2)=[CH:4][CH:3]=1. (2) Given the product [CH3:30][C:29]([CH3:31])([CH3:32])[C:28]#[C:27][C:7]1[S:6][C:5]([C:3]([OH:4])=[O:2])=[C:9]([N:10]([C:18]([CH:20]2[CH2:21][CH2:22][CH:23]([CH3:26])[CH2:24][CH2:25]2)=[O:19])[NH2:11])[CH:8]=1, predict the reactants needed to synthesize it. The reactants are: C[O:2][C:3]([C:5]1[S:6][C:7]([C:27]#[C:28][C:29]([CH3:32])([CH3:31])[CH3:30])=[CH:8][C:9]=1[N:10]([C:18]([CH:20]1[CH2:25][CH2:24][CH:23]([CH3:26])[CH2:22][CH2:21]1)=[O:19])[NH:11]C(=O)C(F)(F)F)=[O:4].[OH-].[Na+].Cl. (3) The reactants are: [CH3:1][N:2]([CH:16]1[CH2:21][CH2:20][N:19]([CH3:22])[CH2:18][CH2:17]1)[C:3]1[CH:8]=[CH:7][C:6]([N+:9]([O-])=O)=[CH:5][C:4]=1[C:12]([F:15])([F:14])[F:13]. Given the product [CH3:1][N:2]([CH:16]1[CH2:21][CH2:20][N:19]([CH3:22])[CH2:18][CH2:17]1)[C:3]1[CH:8]=[CH:7][C:6]([NH2:9])=[CH:5][C:4]=1[C:12]([F:15])([F:13])[F:14], predict the reactants needed to synthesize it.